From a dataset of NCI-60 drug combinations with 297,098 pairs across 59 cell lines. Regression. Given two drug SMILES strings and cell line genomic features, predict the synergy score measuring deviation from expected non-interaction effect. (1) Drug 1: CC1=C(C=C(C=C1)NC(=O)C2=CC=C(C=C2)CN3CCN(CC3)C)NC4=NC=CC(=N4)C5=CN=CC=C5. Drug 2: CN(C(=O)NC(C=O)C(C(C(CO)O)O)O)N=O. Cell line: SK-OV-3. Synergy scores: CSS=-2.03, Synergy_ZIP=1.63, Synergy_Bliss=-0.812, Synergy_Loewe=-2.01, Synergy_HSA=-4.13. (2) Drug 2: B(C(CC(C)C)NC(=O)C(CC1=CC=CC=C1)NC(=O)C2=NC=CN=C2)(O)O. Synergy scores: CSS=42.4, Synergy_ZIP=-0.169, Synergy_Bliss=1.47, Synergy_Loewe=-13.6, Synergy_HSA=0.888. Cell line: HT29. Drug 1: C1CC(C1)(C(=O)O)C(=O)O.[NH2-].[NH2-].[Pt+2]. (3) Drug 1: CC(C)NC(=O)C1=CC=C(C=C1)CNNC.Cl. Drug 2: C1CNP(=O)(OC1)N(CCCl)CCCl. Cell line: SK-OV-3. Synergy scores: CSS=-2.19, Synergy_ZIP=0.539, Synergy_Bliss=-4.48, Synergy_Loewe=-4.63, Synergy_HSA=-6.26. (4) Drug 1: CCC1=CC2CC(C3=C(CN(C2)C1)C4=CC=CC=C4N3)(C5=C(C=C6C(=C5)C78CCN9C7C(C=CC9)(C(C(C8N6C)(C(=O)OC)O)OC(=O)C)CC)OC)C(=O)OC.C(C(C(=O)O)O)(C(=O)O)O. Drug 2: C1C(C(OC1N2C=NC3=C(N=C(N=C32)Cl)N)CO)O. Cell line: SNB-75. Synergy scores: CSS=31.5, Synergy_ZIP=0.798, Synergy_Bliss=0.929, Synergy_Loewe=0.672, Synergy_HSA=0.125. (5) Drug 1: CCC1(CC2CC(C3=C(CCN(C2)C1)C4=CC=CC=C4N3)(C5=C(C=C6C(=C5)C78CCN9C7C(C=CC9)(C(C(C8N6C)(C(=O)OC)O)OC(=O)C)CC)OC)C(=O)OC)O.OS(=O)(=O)O. Drug 2: C(CN)CNCCSP(=O)(O)O. Cell line: SK-MEL-28. Synergy scores: CSS=1.53, Synergy_ZIP=-1.14, Synergy_Bliss=-1.61, Synergy_Loewe=-0.422, Synergy_HSA=-1.32. (6) Drug 1: CC1=C(C(CCC1)(C)C)C=CC(=CC=CC(=CC(=O)O)C)C. Drug 2: CCC1=C2CN3C(=CC4=C(C3=O)COC(=O)C4(CC)O)C2=NC5=C1C=C(C=C5)O. Cell line: K-562. Synergy scores: CSS=31.9, Synergy_ZIP=5.48, Synergy_Bliss=7.10, Synergy_Loewe=-3.39, Synergy_HSA=1.98. (7) Drug 1: CN(CCCl)CCCl.Cl. Drug 2: C1C(C(OC1N2C=NC(=NC2=O)N)CO)O. Cell line: MDA-MB-435. Synergy scores: CSS=-1.27, Synergy_ZIP=0.0422, Synergy_Bliss=-2.16, Synergy_Loewe=-2.75, Synergy_HSA=-3.77. (8) Drug 1: CC1C(C(CC(O1)OC2CC(CC3=C2C(=C4C(=C3O)C(=O)C5=C(C4=O)C(=CC=C5)OC)O)(C(=O)CO)O)N)O.Cl. Drug 2: C1CN(P(=O)(OC1)NCCCl)CCCl. Cell line: BT-549. Synergy scores: CSS=6.07, Synergy_ZIP=8.69, Synergy_Bliss=4.21, Synergy_Loewe=-2.76, Synergy_HSA=-1.16. (9) Drug 1: CC1C(C(=O)NC(C(=O)N2CCCC2C(=O)N(CC(=O)N(C(C(=O)O1)C(C)C)C)C)C(C)C)NC(=O)C3=C4C(=C(C=C3)C)OC5=C(C(=O)C(=C(C5=N4)C(=O)NC6C(OC(=O)C(N(C(=O)CN(C(=O)C7CCCN7C(=O)C(NC6=O)C(C)C)C)C)C(C)C)C)N)C. Drug 2: CC1CCC2CC(C(=CC=CC=CC(CC(C(=O)C(C(C(=CC(C(=O)CC(OC(=O)C3CCCCN3C(=O)C(=O)C1(O2)O)C(C)CC4CCC(C(C4)OC)OCCO)C)C)O)OC)C)C)C)OC. Cell line: U251. Synergy scores: CSS=-3.15, Synergy_ZIP=6.20, Synergy_Bliss=9.27, Synergy_Loewe=-0.637, Synergy_HSA=1.65. (10) Drug 1: C1CN(CCN1C(=O)CCBr)C(=O)CCBr. Cell line: NCI/ADR-RES. Synergy scores: CSS=25.0, Synergy_ZIP=-3.05, Synergy_Bliss=2.60, Synergy_Loewe=3.25, Synergy_HSA=2.21. Drug 2: C1=NNC2=C1C(=O)NC=N2.